This data is from Full USPTO retrosynthesis dataset with 1.9M reactions from patents (1976-2016). The task is: Predict the reactants needed to synthesize the given product. Given the product [CH2:37]([N:3]([CH2:1][CH3:2])[C:4](=[O:36])[C:5]1[CH:6]=[CH:7][C:8]([C:11]([C:13]2[CH:14]=[CH:15][CH:16]=[C:17]3[C:22]=2[N:21]=[CH:20][CH:19]=[CH:18]3)=[C:23]2[CH2:24][CH2:25][NH:26][CH2:27][CH2:28]2)=[CH:9][CH:10]=1)[CH3:38], predict the reactants needed to synthesize it. The reactants are: [CH2:1]([N:3]([CH2:37][CH3:38])[C:4](=[O:36])[C:5]1[CH:10]=[CH:9][C:8]([C:11]([CH:23]2[CH2:28][CH2:27][N:26](C(OC(C)(C)C)=O)[CH2:25][CH2:24]2)([C:13]2[CH:14]=[CH:15][CH:16]=[C:17]3[C:22]=2[N:21]=[CH:20][CH:19]=[CH:18]3)O)=[CH:7][CH:6]=1)[CH3:2].FC(F)(F)C(O)=O.